From a dataset of Full USPTO retrosynthesis dataset with 1.9M reactions from patents (1976-2016). Predict the reactants needed to synthesize the given product. Given the product [C:20]([O:19][C:17](=[O:18])[CH2:16][C@@:14]1([CH3:15])[C:8]2=[N:7][CH:6]=[C:5]([N:4]([CH2:1][CH:2]=[CH2:3])[C:27]([O:29][CH2:30][C:31]3[CH:36]=[CH:35][CH:34]=[CH:33][CH:32]=3)=[O:28])[C:10](=[O:11])[N:9]2[C@@H:12]([C:24](=[O:25])[NH:56][CH2:55][C:52]2[CH:51]=[CH:50][C:49]([C:47]([NH:46][C:45]([O:44][CH2:37][C:38]3[CH:43]=[CH:42][CH:41]=[CH:40][CH:39]=3)=[O:57])=[NH:48])=[CH:54][CH:53]=2)[CH2:13]1)([CH3:21])([CH3:23])[CH3:22], predict the reactants needed to synthesize it. The reactants are: [CH2:1]([N:4]([C:27]([O:29][CH2:30][C:31]1[CH:36]=[CH:35][CH:34]=[CH:33][CH:32]=1)=[O:28])[C:5]1[C:10](=[O:11])[N:9]2[C@@H:12]([C:24](O)=[O:25])[CH2:13][C@:14]([CH2:16][C:17]([O:19][C:20]([CH3:23])([CH3:22])[CH3:21])=[O:18])([CH3:15])[C:8]2=[N:7][CH:6]=1)[CH:2]=[CH2:3].[CH2:37]([O:44][C:45](=[O:57])[NH:46][C:47]([C:49]1[CH:54]=[CH:53][C:52]([CH2:55][NH2:56])=[CH:51][CH:50]=1)=[NH:48])[C:38]1[CH:43]=[CH:42][CH:41]=[CH:40][CH:39]=1.